This data is from Full USPTO retrosynthesis dataset with 1.9M reactions from patents (1976-2016). The task is: Predict the reactants needed to synthesize the given product. (1) Given the product [OH:1][C@@H:2]([C@H:4]1[C:24](=[O:25])[N:6]2[C:7]([C:21]([O:23][CH:35]([O:34][C:32]([O:31][C:27]([CH3:30])([CH3:29])[CH3:28])=[O:33])[CH3:36])=[O:22])=[C:8]([S:11]/[CH:12]=[CH:13]\[C:14]3[S:18][CH:17]=[N:16][C:15]=3[CH2:19][OH:20])[C@H:9]([CH3:10])[C@H:5]12)[CH3:3], predict the reactants needed to synthesize it. The reactants are: [OH:1][C@@H:2]([C@H:4]1[C:24](=[O:25])[N:6]2[C:7]([C:21]([O-:23])=[O:22])=[C:8]([S:11]/[CH:12]=[CH:13]\[C:14]3[S:18][CH:17]=[N:16][C:15]=3[CH2:19][OH:20])[C@H:9]([CH3:10])[C@H:5]12)[CH3:3].[Na+].[C:27]([O:31][C:32]([O:34][CH:35](I)[CH3:36])=[O:33])([CH3:30])([CH3:29])[CH3:28]. (2) Given the product [CH:1]1([C:4]2[CH:5]=[C:6]([C:18]#[CH:19])[CH:7]=[C:8]3[C:13]=2[O:12][C:11]([CH3:14])([CH3:15])[CH2:10][C:9]3([CH3:17])[CH3:16])[CH2:3][CH2:2]1, predict the reactants needed to synthesize it. The reactants are: [CH:1]1([C:4]2[CH:5]=[C:6]([C:18]#[C:19][Si](C)(C)C)[CH:7]=[C:8]3[C:13]=2[O:12][C:11]([CH3:15])([CH3:14])[CH2:10][C:9]3([CH3:17])[CH3:16])[CH2:3][CH2:2]1.C(=O)([O-])[O-].[K+].[K+]. (3) Given the product [CH3:1][O:2][C:3]1[C:4]([O:26][CH3:27])=[CH:5][C:6]2[C:7]3[C:15]([C:16]4[CH:23]=[CH:22][C:19]([C:20]#[N:21])=[C:18]([CH2:24][OH:25])[CH:17]=4)=[N:14][N:13]([CH3:30])[C:8]=3[CH:9]=[N:10][C:11]=2[CH:12]=1, predict the reactants needed to synthesize it. The reactants are: [CH3:1][O:2][C:3]1[C:4]([O:26][CH3:27])=[CH:5][C:6]2[C:7]3[C:15]([C:16]4[CH:23]=[CH:22][C:19]([C:20]#[N:21])=[C:18]([CH2:24][OH:25])[CH:17]=4)=[N:14][NH:13][C:8]=3[CH:9]=[N:10][C:11]=2[CH:12]=1.CI.[C:30](=O)([O-])[O-].[K+].[K+]. (4) Given the product [C:4]([CH:6]1[C:15](=[O:16])[C:14]2[C:9](=[C:10]([N+:17]([O-:19])=[O:18])[CH:11]=[CH:12][CH:13]=2)[N:8]=[CH:7]1)([OH:5])=[O:3], predict the reactants needed to synthesize it. The reactants are: C([O:3][C:4]([CH:6]1[C:15](=[O:16])[C:14]2[C:9](=[C:10]([N+:17]([O-:19])=[O:18])[CH:11]=[CH:12][CH:13]=2)[N:8]=[CH:7]1)=[O:5])C.[OH-].[Na+]. (5) The reactants are: Cl.[F:2][C:3]1[CH:11]=[CH:10][C:6]([C:7]([OH:9])=[O:8])=[CH:5][C:4]=1[N:12]([CH2:17][CH2:18][N:19]1[CH2:24][CH2:23][O:22][CH2:21][CH2:20]1)[S:13]([CH3:16])(=[O:15])=[O:14].[Cl:25][C:26]1[CH:27]=[N+:28]([O-:51])[CH:29]=[C:30]([Cl:50])[C:31]=1[CH2:32][C@@H:33]([C:35]1[CH:40]=[CH:39][C:38]([O:41][CH:42]([F:44])[F:43])=[C:37]([O:45][CH2:46][CH:47]2[CH2:49][CH2:48]2)[CH:36]=1)O.C(Cl)CCl. Given the product [Cl:25][C:26]1[CH:27]=[N+:28]([O-:51])[CH:29]=[C:30]([Cl:50])[C:31]=1[CH2:32][C@@H:33]([C:35]1[CH:40]=[CH:39][C:38]([O:41][CH:42]([F:44])[F:43])=[C:37]([O:45][CH2:46][CH:47]2[CH2:49][CH2:48]2)[CH:36]=1)[O:8][C:7](=[O:9])[C:6]1[CH:10]=[CH:11][C:3]([F:2])=[C:4]([N:12]([CH2:17][CH2:18][N:19]2[CH2:20][CH2:21][O:22][CH2:23][CH2:24]2)[S:13]([CH3:16])(=[O:15])=[O:14])[CH:5]=1, predict the reactants needed to synthesize it. (6) Given the product [Cl:1][C:2]1[C:10]([Cl:11])=[CH:9][C:8]([Cl:12])=[CH:7][C:3]=1[C:4]#[N:5], predict the reactants needed to synthesize it. The reactants are: [Cl:1][C:2]1[C:10]([Cl:11])=[CH:9][C:8]([Cl:12])=[CH:7][C:3]=1[CH:4]=[N:5]O. (7) Given the product [CH:1]1([CH2:5][O:6][C:7]2[N:12]=[C:11]([O:37][C:38]3[CH:39]=[N:40][CH:41]=[C:42]([Cl:44])[CH:43]=3)[C:10]([C:17]3[CH:22]=[CH:21][C:20]([Cl:23])=[CH:19][CH:18]=3)=[C:9]([C:24]3[CH:29]=[CH:28][C:27]([Cl:30])=[CH:26][C:25]=3[Cl:31])[N:8]=2)[CH2:4][CH2:3][CH2:2]1, predict the reactants needed to synthesize it. The reactants are: [CH:1]1([CH2:5][O:6][C:7]2[N:12]=[C:11](S(C)(=O)=O)[C:10]([C:17]3[CH:22]=[CH:21][C:20]([Cl:23])=[CH:19][CH:18]=3)=[C:9]([C:24]3[CH:29]=[CH:28][C:27]([Cl:30])=[CH:26][C:25]=3[Cl:31])[N:8]=2)[CH2:4][CH2:3][CH2:2]1.C([Li])CCC.[OH:37][C:38]1[CH:39]=[N:40][CH:41]=[C:42]([Cl:44])[CH:43]=1. (8) Given the product [CH:17]1[C:18]2[NH:19][C:20]3[C:25](=[CH:24][CH:23]=[CH:22][CH:21]=3)[S:26][C:27]=2[CH:28]=[CH:29][C:16]=1[C:14]1[N:11]=[C:9]([CH2:8][OH:7])[S:10][CH:13]=1, predict the reactants needed to synthesize it. The reactants are: C(C([O:7][CH2:8][C:9]([NH2:11])=[S:10])=O)(C)(C)C.Br[CH2:13][C:14]([C:16]1[CH:29]=[CH:28][C:27]2[S:26][C:25]3[C:20](=[CH:21][CH:22]=[CH:23][CH:24]=3)[N:19](C(=O)CCl)[C:18]=2[CH:17]=1)=O.BrCC(C1C=C(C(C)(C)C)C(O)=C(C(C)(C)C)C=1)=O. (9) Given the product [Cl:29][C:21]1[N:22]=[CH:23][C:24]2[C:25](=[O:27])[O:26][CH:9]([C:4]3[CH:5]=[CH:6][CH:7]=[CH:2][CH:10]=3)[C:28]=2[C:20]=1[Cl:19], predict the reactants needed to synthesize it. The reactants are: C[C:2]1([CH3:10])[CH2:7][CH2:6][CH2:5][C:4]([CH3:9])(C)N1.C(=O)=O.[Li]CCCC.[Cl:19][C:20]1[C:21]([Cl:29])=[N:22][CH:23]=[C:24]([CH:28]=1)[C:25]([OH:27])=[O:26].C(=O)C1C=CC=CC=1.